Dataset: Catalyst prediction with 721,799 reactions and 888 catalyst types from USPTO. Task: Predict which catalyst facilitates the given reaction. (1) Reactant: I[C:2]1[CH:7]=[CH:6][C:5]([N:8]2[CH:13]=[CH:12][CH:11]=[CH:10]/[C:9]/2=[N:14]\[C:15]2[CH:20]=[CH:19][C:18]([O:21][CH3:22])=[CH:17][CH:16]=2)=[CH:4][CH:3]=1.[Cl:23][C:24]1[S:28][C:27]([C:29]([NH:31][CH2:32][C:33]2[N:34]=[CH:35][NH:36][CH:37]=2)=[O:30])=[CH:26][CH:25]=1.OC1C=CC=C2C=1N=CC=C2.C([O-])([O-])=O.[K+].[K+]. Product: [Cl:23][C:24]1[S:28][C:27]([C:29]([NH:31][CH2:32][C:33]2[N:34]=[CH:35][N:36]([C:2]3[CH:7]=[CH:6][C:5]([N:8]4[CH:13]=[CH:12][CH:11]=[CH:10]/[C:9]/4=[N:14]\[C:15]4[CH:20]=[CH:19][C:18]([O:21][CH3:22])=[CH:17][CH:16]=4)=[CH:4][CH:3]=3)[CH:37]=2)=[O:30])=[CH:26][CH:25]=1. The catalyst class is: 156. (2) Product: [C:31]([C:2]1[CH:3]=[CH:4][C:5]([CH:8]2[C:12]3[CH:13]=[C:14]([NH:19][C:20](=[O:26])[CH2:21][C:22]([CH3:24])([CH3:23])[CH3:25])[C:15]([CH3:18])=[C:16]([CH3:17])[C:11]=3[O:10][C:9]2([CH3:28])[CH3:27])=[CH:6][CH:7]=1)(=[O:33])[CH3:32]. The catalyst class is: 175. Reactant: Br[C:2]1[CH:7]=[CH:6][C:5]([CH:8]2[C:12]3[CH:13]=[C:14]([NH:19][C:20](=[O:26])[CH2:21][C:22]([CH3:25])([CH3:24])[CH3:23])[C:15]([CH3:18])=[C:16]([CH3:17])[C:11]=3[O:10][C:9]2([CH3:28])[CH3:27])=[CH:4][CH:3]=1.CN(C)[C:31](=[O:33])[CH3:32]. (3) Reactant: C(OC([N:8]1[CH2:13][CH2:12][CH:11]([N:14]2[CH:18]=[C:17]([NH:19][C:20](=[O:37])[CH:21]([NH:25][C:26](=[O:36])[CH2:27][C:28]3[CH:33]=[C:32]([F:34])[CH:31]=[C:30]([F:35])[CH:29]=3)[CH2:22][CH2:23][CH3:24])[N:16]=[CH:15]2)[CH2:10][CH2:9]1)=O)(C)(C)C.FC(F)(F)C(O)=O.C(=O)(O)[O-].[Na+]. Product: [NH:8]1[CH2:13][CH2:12][CH:11]([N:14]2[CH:18]=[C:17]([NH:19][C:20](=[O:37])[CH:21]([NH:25][C:26](=[O:36])[CH2:27][C:28]3[CH:33]=[C:32]([F:34])[CH:31]=[C:30]([F:35])[CH:29]=3)[CH2:22][CH2:23][CH3:24])[N:16]=[CH:15]2)[CH2:10][CH2:9]1. The catalyst class is: 2. (4) Reactant: [CH3:1][O:2][CH2:3][CH2:4][O:5][CH2:6][CH2:7]O.C1(P(C2C=CC=CC=2)C2C=CC=CC=2)C=CC=CC=1.N(C(OC(C)C)=O)=NC(OC(C)C)=O.[Cl:42][C:43]1[C:52]([OH:53])=[CH:51][C:46]([C:47]([O:49]C)=[O:48])=[CH:45][N:44]=1.O.[OH-].[Li+].Cl. Product: [Cl:42][C:43]1[C:52]([O:53][CH2:7][CH2:6][O:5][CH2:4][CH2:3][O:2][CH3:1])=[CH:51][C:46]([C:47]([OH:49])=[O:48])=[CH:45][N:44]=1. The catalyst class is: 30. (5) Reactant: [C:1]([C:8]([O:10][CH2:11][CH3:12])=[O:9])#[C:2][C:3](OCC)=[O:4].[CH3:13][NH:14][NH2:15]. Product: [OH:4][C:3]1[CH:2]=[C:1]([C:8]([O:10][CH2:11][CH3:12])=[O:9])[N:14]([CH3:13])[N:15]=1. The catalyst class is: 8. (6) Reactant: [C:1]([N:8]1[CH2:13][CH2:12][N:11]([C:14]2[CH:19]=[CH:18][CH:17]=[CH:16][C:15]=2[O:20][CH2:21][C:22]([NH:25][S:26]([CH3:29])(=[O:28])=[O:27])([CH3:24])[CH3:23])[CH2:10][CH2:9]1)([O:3][C:4]([CH3:7])([CH3:6])[CH3:5])=[O:2].[H-].[Na+].[CH2:32](I)[CH3:33]. Product: [C:1]([N:8]1[CH2:9][CH2:10][N:11]([C:14]2[CH:19]=[CH:18][CH:17]=[CH:16][C:15]=2[O:20][CH2:21][C:22]([N:25]([CH2:32][CH3:33])[S:26]([CH3:29])(=[O:28])=[O:27])([CH3:23])[CH3:24])[CH2:12][CH2:13]1)([O:3][C:4]([CH3:7])([CH3:5])[CH3:6])=[O:2]. The catalyst class is: 3. (7) Reactant: C1(P(=[CH:20][C:21]([O:23][CH3:24])=[O:22])(C2C=CC=CC=2)C2C=CC=CC=2)C=CC=CC=1.O=[C:26]1[CH2:31][N:30]([C:32]([O:34][CH2:35][C:36]2[CH:41]=[CH:40][CH:39]=[CH:38][CH:37]=2)=[O:33])[C@H:29]([C:42]([O:44][CH2:45][C:46]2[CH:51]=[CH:50][CH:49]=[CH:48][CH:47]=2)=[O:43])[C@@H:28]([C:52]([O:54][C:55]([CH3:58])([CH3:57])[CH3:56])=[O:53])[CH2:27]1. Product: [CH3:24][O:23][C:21](=[O:22])[CH:20]=[C:26]1[CH2:31][N:30]([C:32]([O:34][CH2:35][C:36]2[CH:41]=[CH:40][CH:39]=[CH:38][CH:37]=2)=[O:33])[C@H:29]([C:42]([O:44][CH2:45][C:46]2[CH:47]=[CH:48][CH:49]=[CH:50][CH:51]=2)=[O:43])[C@@H:28]([C:52]([O:54][C:55]([CH3:56])([CH3:57])[CH3:58])=[O:53])[CH2:27]1. The catalyst class is: 11.